This data is from Catalyst prediction with 721,799 reactions and 888 catalyst types from USPTO. The task is: Predict which catalyst facilitates the given reaction. (1) Reactant: [CH:1]1([N:6]2[C:11]3[N:12]=[C:13]([S:16][CH3:17])[N:14]=[CH:15][C:10]=3[CH:9]=[C:8]([CH2:18][C:19]3[O:20][C:21]([CH3:24])=[N:22][N:23]=3)[C:7]2=[O:25])[CH2:5][CH2:4][CH2:3][CH2:2]1.C1(S(N2C(C3C=CC=CC=3)O2)(=O)=[O:33])C=CC=CC=1. Product: [CH:1]1([N:6]2[C:11]3[N:12]=[C:13]([S:16]([CH3:17])=[O:33])[N:14]=[CH:15][C:10]=3[CH:9]=[C:8]([CH2:18][C:19]3[O:20][C:21]([CH3:24])=[N:22][N:23]=3)[C:7]2=[O:25])[CH2:5][CH2:4][CH2:3][CH2:2]1. The catalyst class is: 2. (2) Reactant: [CH:1]12[CH:8]([N:9]([CH3:17])[C:10](=[O:16])[O:11][C:12]([CH3:15])([CH3:14])[CH3:13])[CH:5]([CH2:6][CH2:7]1)[CH2:4][NH:3][CH2:2]2.CS(O[CH2:23][CH2:24][CH2:25][CH:26]([C:38]1[CH:43]=[CH:42][C:41]([C:44]#[N:45])=[CH:40][CH:39]=1)[O:27][C:28]1[CH:33]=[CH:32][C:31]([O:34][CH3:35])=[C:30]([O:36][CH3:37])[CH:29]=1)(=O)=O.C(=O)([O-])[O-].[K+].[K+]. Product: [C:44]([C:41]1[CH:40]=[CH:39][C:38]([CH:26]([O:27][C:28]2[CH:33]=[CH:32][C:31]([O:34][CH3:35])=[C:30]([O:36][CH3:37])[CH:29]=2)[CH2:25][CH2:24][CH2:23][N:3]2[CH2:4][CH:5]3[CH:8]([N:9]([CH3:17])[C:10](=[O:16])[O:11][C:12]([CH3:13])([CH3:14])[CH3:15])[CH:1]([CH2:7][CH2:6]3)[CH2:2]2)=[CH:43][CH:42]=1)#[N:45]. The catalyst class is: 3. (3) Reactant: [O:1]=[S:2]1(=[O:27])[C:8]2[CH:9]=[C:10]([O:13][C:14]3[CH:15]=[C:16]([CH:24]=[CH:25][CH:26]=3)[C:17]([NH:19]/[C:20](=[N:22]\[OH:23])/[CH3:21])=O)[CH:11]=[CH:12][C:7]=2[O:6][CH2:5][CH2:4][NH:3]1.C1(C)C=CC(S(O)(=O)=O)=CC=1. Product: [CH3:21][C:20]1[N:19]=[C:17]([C:16]2[CH:15]=[C:14]([CH:26]=[CH:25][CH:24]=2)[O:13][C:10]2[CH:11]=[CH:12][C:7]3[O:6][CH2:5][CH2:4][NH:3][S:2](=[O:27])(=[O:1])[C:8]=3[CH:9]=2)[O:23][N:22]=1. The catalyst class is: 11. (4) Reactant: [CH3:1][C:2]1[C:13]([O:14]C2CCCCO2)=[CH:12][C:5]2[CH:6]=[C:7]([C:9](=[O:11])[CH3:10])[O:8][C:4]=2[C:3]=1[CH3:21].OC1C(C)=C(C)C(O)=CC=1C=O.O. Product: [OH:14][C:13]1[C:2]([CH3:1])=[C:3]([CH3:21])[C:4]2[O:8][C:7]([C:9](=[O:11])[CH3:10])=[CH:6][C:5]=2[CH:12]=1. The catalyst class is: 209. (5) Reactant: [Br:1][C:2]1[CH:3]=[C:4]([N+:9]([O-])=O)[C:5]([Cl:8])=[N:6][CH:7]=1.O.O.Cl[Sn]Cl.[OH-].[Na+]. Product: [NH2:9][C:4]1[C:5]([Cl:8])=[N:6][CH:7]=[C:2]([Br:1])[CH:3]=1. The catalyst class is: 33.